From a dataset of Drug-target binding data from BindingDB using Ki measurements. Regression. Given a target protein amino acid sequence and a drug SMILES string, predict the binding affinity score between them. We predict pKi (pKi = -log10(Ki in M); higher means stronger inhibition). Dataset: bindingdb_ki. (1) The compound is CC(C)c1nc(CN(C)C(=O)N[C@H](C(=O)N[C@@H](Cc2ccccc2)C[C@H](O)[C@H](Cc2ccccc2)NC(=O)OCc2cncs2)C(C)C)cs1. The target protein sequence is PQVTLWQRPLVTIKIGGQLREALLDTGADDTIFEEISLPGRWKPKMIGGIGGFVKVRQYDQIPIEICGHKVIGTVLVGPTPANVIGRNLMTQIGCTLNF. The pKi is 6.0. (2) The pKi is 4.2. The target protein (P11064) has sequence MAEQVTKSVLFVCLGNICRSPIAEAVFRKLVTDQNISDNWVIDSGAVSDWNVGRSPDPRAVSCLRNHGINTAHKARQVTKEDFVTFDYILCMDESNLRDLNRKSNQVKNCRAKIELLGSYDPQKQLIIEDPYYGNDADFETVYQQCVRCCRAFLEKVR. The drug is O=C(O)Cc1ccc2c(c1)[nH]c1ccc(Br)cc12. (3) The compound is Nc1ncnc2c1ncn2[C@@H]1O[C@H](CNCC#Cc2nc3c(N)ncnc3n2[C@@H]2O[C@H](CO)C(O)[C@@H]2O)C(O)[C@@H]1O. The target protein (Q721J8) has sequence MKYMITSKGDEKSDLLRLNMIAGFGEYDMEYDDVEPEIVISIGGDGTFLSAFHQYEERLDEIAFIGIHTGHLGFYADWRPAEANKLVKLVAKGEYQKVSYPLLKTTVKYGIGKKEATYLALNESTVKSSGGPFVVDVVINDIHFERFRGDGLCMSTPSGTTAYNKSLGGALMHPSIEAMQLTEMASINNRVYRTIGSPLVFPKHHVVSLQPVNDKDFQISVDHLSILHRDVQEIRYEVSAKKIHFARFKSFPFWRRVHDSFIED. The pKi is 5.0. (4) The compound is COc1ccc(-n2c(C)nc3ccc(C(=O)c4cnn(C)c4O)cc3c2=O)cc1. The pKi is 7.2. The target protein (P32754) has sequence MTTYSDKGAKPERGRFLHFHSVTFWVGNAKQAASFYCSKMGFEPLAYRGLETGSREVVSHVIKQGKIVFVLSSALNPWNKEMGDHLVKHGDGVKDIAFEVEDCDYIVQKARERGAKIMREPWVEQDKFGKVKFAVLQTYGDTTHTLVEKMNYIGQFLPGYEAPAFMDPLLPKLPKCSLEMIDHIVGNQPDQEMVSASEWYLKNLQFHRFWSVDDTQVHTEYSSLRSIVVANYEESIKMPINEPAPGKKKSQIQEYVDYNGGAGVQHIALKTEDIITAIRHLRERGLEFLSVPSTYYKQLREKLKTAKIKVKENIDALEELKILVDYDEKGYLLQIFTKPVQDRPTLFLEVIQRHNHQGFGAGNFNSLFKAFEEEQNLRGNLTNMETNGVVPGM. (5) The small molecule is Nc1ccc(S(N)(=O)=O)cc1F. The target protein sequence is MKKTFLIALALTASLIGAENTKWDYKNKENGPHRWDKLHKDFEVCKSGKSQSPINIEHYYHTQDKADLQFKYAASKPKAVFFTHHTLKASFEPTNHINYRGHDYVLDNVHFHAPMEFLINNKTRPLSAHFVHKDAKGRLLVLAIGFEEGKENPNLDPILEGIQKKQNLKEVALDAFLPKSINYYHFNGSLTAPPCTEGVAWFVIEEPLEVSAKQLAEIKKRMKNSPNQRPVQPDYNTVIIKSSAETR. The pKi is 5.9. (6) The compound is CC(C)c1nc(CN(C)C(=O)N[C@H](C(=O)N[C@@H](Cc2ccccc2)C[C@H](O)[C@H](Cc2ccccc2)NC(=O)OCc2cncs2)C(C)C)cs1. The target protein sequence is PQITLWQRPLVTIKIGGQLKEALLDTGADNTVLEEMSLPGRWKPKMIGGIGGFIKVRQYDQILIEICGHKVIGTVLVGPTPVNIIGRNLLTQIGCTLNF. The pKi is 8.6. (7) The compound is CNC(=O)[C@H]1O[C@@H](n2cnc3c(NCc4cccc(I)c4)ncnc32)[C@H](O)[C@@H]1O. The target protein (O54698) has sequence MTTSHQPQDRYKAVWLIFFVLGLGTLLPWNFFITATQYFTSRLNTSQNISLVTNQSCESTEALADPSVSLPARSSLSAIFNNVMTLCAMLPLLIFTCLNSFLHQKVSQSLRILGSLLAILLVFLVTATLVKVQMDALSFFIITMIKIVLINSFGAILQASLFGLAGVLPANYTAPIMSGQGLAGFFTSVAMICAVASGSKLSESAFGYFITACAVVILAILCYLALPWMEFYRHYLQLNLAGPAEQETKLDLISEGEEPRGGREESGVPGPNSLPANRNQSIKAILKSIWVLALSVCFIFTVTIGLFPAVTAEVESSIAGTSPWKNCYFIPVACFLNFNVFDWLGRSLTAICMWPGQDSRWLPVLVACRVVFIPLLMLCNVKQHHYLPSLFKHDVWFITFMAAFAFSNGYLASLCMCFGPKKVKPAEAETAGNIMSFFLCLGLALGAVLSFLLRALV. The pKi is 4.5. (8) The small molecule is CCOCCOc1cc(C)c(-c2cccc(COc3ccc4c(c3)OCC4CC(=O)O)c2)c(C)c1. The target protein (Q8K3T4) has sequence MDLPPQLSFALYVSAFALGFPLNLLAIRGAVSHAKLRLTPSLVYTLHLACSDLLLAITLPLKAVEALASGVWPLPLPFCPVFALAHFAPLYAGGGFLAALSAGRYLGAAFPFGYQAIRRPCYSWGVCVAIWALVLCHLGLALGLEAPRGWVDNTTSSLGINIPVNGSPVCLEAWDPDSARPARLSFSILLFFLPLVITAFCYVGCLRALVHSGLSHKRKLRAAWVAGGALLTLLLCLGPYNASNVASFINPDLEGSWRKLGLITGAWSVVLNPLVTGYLGTGPGQGTICVTRTPRGTIQK. The pKi is 6.7. (9) The drug is COc1ccccc1N1CCN(CCCCn2ncc(=O)n(C)c2=O)CC1. The target protein sequence is RAPQNLFLVSLASADILVATLVMPFSLANELMAYWYFGQVWCGVYLALDVLFCTSSIVHLCAISLDRYWSVTQAVEYNLKRTPRRVKATIVAVWLISAVISFPPLVSLYRRPDGAAYPQCGLNDETWYILSSC. The pKi is 7.8. (10) The small molecule is N[C@@H](COP(=O)(O)O)C(=O)O. The pKi is 5.9. The target protein (P70579) has sequence MVCEGKRLASCPCFFLLTAKFYWILTMMQRTHSQEYAHSIRVDGDIILGGLFPVHAKGERGVPCGELKKEKGIHRLEAMLYAIDQINKDPDLLSNITLGVRILDTCSRDTYALEQSLTFVQALIEKDASDVKCANGDPPIFTKPDKISGVIGAAASSVSIMVANILRLFKIPQISYASTAPELSDNTRYDFFSRVVPPDSYQAQAMVDIVTALGWNYVSTLASEGNYGESGVEAFTQISREIGGVCIAQSQKIPREPRPGEFEKIIKRLLETPNARAVIMFANEDDIRRILEAAKKLNQSGHFLWIGSDSWGSKIAPVYQQEEIAEGAVTILPKRASIDGFDRYFRSRTLANNRRNVWFAEFWEENFGCKLGSHGKRNSHIKKCTGLERIARDSSYEQEGKVQFVIDAVYSMAYALHNMHKERCPGYIGLCPRMVTIDGKELLGYIRAVNFNGSAGTPVTFNENGDAPGRYDIFQYQINNKSTEYKIIGHWTNQLHLKVE....